From a dataset of Forward reaction prediction with 1.9M reactions from USPTO patents (1976-2016). Predict the product of the given reaction. Given the reactants OO.[N:3]1([CH2:8][CH2:9][NH:10][C:11]2[N:16]=[C:15]([C:17]3[S:21][C:20]4[C:22]([C:26]5[CH:31]=[C:30]([F:32])[CH:29]=[CH:28][C:27]=5[C:33]([CH3:37])([CH3:36])[C:34]#[N:35])=[CH:23][CH:24]=[CH:25][C:19]=4[CH:18]=3)[C:14]([F:38])=[CH:13][N:12]=2)[CH:7]=[CH:6][N:5]=[N:4]1.[O:39]1CCOCCOCCOCCOCCOCC1.C(=O)([O-])[O-].[Na+].[Na+], predict the reaction product. The product is: [N:3]1([CH2:8][CH2:9][NH:10][C:11]2[N:16]=[C:15]([C:17]3[S:21][C:20]4[C:22]([C:26]5[CH:31]=[C:30]([F:32])[CH:29]=[CH:28][C:27]=5[C:33]([CH3:36])([CH3:37])[C:34]([NH2:35])=[O:39])=[CH:23][CH:24]=[CH:25][C:19]=4[CH:18]=3)[C:14]([F:38])=[CH:13][N:12]=2)[CH:7]=[CH:6][N:5]=[N:4]1.